From a dataset of Catalyst prediction with 721,799 reactions and 888 catalyst types from USPTO. Predict which catalyst facilitates the given reaction. (1) Reactant: C[O:2][C:3]([C:5]1[N:6]([CH3:25])[N:7]=[C:8]([O:10][CH2:11][C:12]2[C:13]([C:18]3[CH:23]=[CH:22][C:21]([F:24])=[CH:20][CH:19]=3)=[N:14][O:15][C:16]=2[CH3:17])[CH:9]=1)=[O:4].[OH-].[Na+].Cl. Product: [F:24][C:21]1[CH:22]=[CH:23][C:18]([C:13]2[C:12]([CH2:11][O:10][C:8]3[CH:9]=[C:5]([C:3]([OH:4])=[O:2])[N:6]([CH3:25])[N:7]=3)=[C:16]([CH3:17])[O:15][N:14]=2)=[CH:19][CH:20]=1. The catalyst class is: 12. (2) Reactant: [H-].[Na+].[CH2:3]([O:5][C:6]([C:8]1[CH:12]=[C:11]([C:13]2[CH:18]=[CH:17][C:16]([O:19][C:20]([F:23])([F:22])[F:21])=[CH:15][CH:14]=2)[NH:10][N:9]=1)=[O:7])[CH3:4].[F:24][C:25]([F:36])([F:35])[CH2:26]OS(C(F)(F)F)(=O)=O.ClCCl. Product: [CH2:3]([O:5][C:6]([C:8]1[N:9]([CH2:26][C:25]([F:36])([F:35])[F:24])[N:10]=[C:11]([C:13]2[CH:18]=[CH:17][C:16]([O:19][C:20]([F:23])([F:22])[F:21])=[CH:15][CH:14]=2)[CH:12]=1)=[O:7])[CH3:4]. The catalyst class is: 3. (3) Reactant: FC(F)(F)S([C:6]1[C:14]2[S:13][C:12]([NH:15][C:16]([NH:18][CH2:19][CH3:20])=[O:17])=[N:11][C:10]=2[CH:9]=[CH:8][CH:7]=1)(=O)=O.[Cl-].[Li+].[C:25]1(P(C2C=CC=CC=2)C2C=CC=CC=2)C=CC=C[CH:26]=1.C([Sn](C=C)(C=C)C=C)=C. Product: [CH:25]([C:6]1[C:14]2[S:13][C:12]([NH:15][C:16]([NH:18][CH2:19][CH3:20])=[O:17])=[N:11][C:10]=2[CH:9]=[CH:8][CH:7]=1)=[CH2:26]. The catalyst class is: 235. (4) Product: [CH3:9][O:8][C:6]1[CH:5]=[CH:4][C:3]([C:10](=[O:11])[C:12]2[CH:13]=[CH:14][C:15]([O:18][CH2:19][C:20]3[N:21]=[C:22]([C:26]4[CH:27]=[CH:28][CH:29]=[CH:30][CH:31]=4)[O:23][C:24]=3[CH3:25])=[CH:16][CH:17]=2)=[C:2]([CH:7]=1)[O:1][C:33]([CH3:42])([CH3:41])[C:34]([OH:36])=[O:35]. Reactant: [OH:1][C:2]1[CH:7]=[C:6]([O:8][CH3:9])[CH:5]=[CH:4][C:3]=1[C:10]([C:12]1[CH:17]=[CH:16][C:15]([O:18][CH2:19][C:20]2[N:21]=[C:22]([C:26]3[CH:31]=[CH:30][CH:29]=[CH:28][CH:27]=3)[O:23][C:24]=2[CH3:25])=[CH:14][CH:13]=1)=[O:11].Br[C:33]([CH3:42])([CH3:41])[C:34]([O:36]C(C)(C)C)=[O:35].C(=O)([O-])[O-].[K+].[K+].S([O-])([O-])(=O)=O.[Mg+2]. The catalyst class is: 145. (5) Reactant: [Cl:1][C:2]1[CH:9]=[C:8]([N:10]2[CH:14]([CH:15]3[CH2:19][CH2:18][CH2:17][CH2:16]3)[CH2:13][C:12](Cl)=[N:11]2)[CH:7]=[CH:6][C:3]=1[C:4]#[N:5].Cl.[NH:22]1[CH2:27][CH2:26][CH:25]([NH:28][S:29]([CH3:32])(=[O:31])=[O:30])[CH2:24][CH2:23]1.CCN([CH:39]([CH3:41])C)C(C)C.CN(C(ON1N=N[C:52]2[CH:53]=[CH:54][CH:55]=[N:56][C:51]1=2)=[N+](C)C)C.F[P-](F)(F)(F)(F)F.CN([CH:69]=[O:70])C. Product: [Cl:1][C:2]1[CH:9]=[C:8]([N:10]2[CH:14]([CH:15]3[CH2:19][CH2:18][CH2:17][CH2:16]3)[CH:13]3[C:12]([C:54]4[CH:53]=[CH:52][C:51]([C:69]([N:22]5[CH2:23][CH2:24][CH:25]([NH:28][S:29]([CH3:32])(=[O:30])=[O:31])[CH2:26][CH2:27]5)=[O:70])=[N:56][C:55]=4[CH2:39][CH2:41]3)=[N:11]2)[CH:7]=[CH:6][C:3]=1[C:4]#[N:5]. The catalyst class is: 2. (6) Reactant: [Cl:1][C:2]1[CH:7]=[C:6]([O:8][C:9]2[C:18]3[C:13](=[CH:14][C:15]([O:21][CH3:22])=[C:16]([O:19][CH3:20])[CH:17]=3)[N:12]=[CH:11][CH:10]=2)[CH:5]=[CH:4][C:3]=1[NH:23][C:24]([NH:26][C:27]1[CH:31]=[C:30]([CH3:32])[O:29][N:28]=1)=[O:25].[N+:33]([O-:36])([OH:35])=[O:34]. Product: [N+:33]([O-:36])([OH:35])=[O:34].[Cl:1][C:2]1[CH:7]=[C:6]([O:8][C:9]2[C:18]3[C:13](=[CH:14][C:15]([O:21][CH3:22])=[C:16]([O:19][CH3:20])[CH:17]=3)[N:12]=[CH:11][CH:10]=2)[CH:5]=[CH:4][C:3]=1[NH:23][C:24]([NH:26][C:27]1[CH:31]=[C:30]([CH3:32])[O:29][N:28]=1)=[O:25]. The catalyst class is: 5. (7) The catalyst class is: 228. Product: [Cl:20][C:21]1[CH:22]=[C:23]([S:28]([NH:1][C:2]2[C:3]([C:9]([C:11]3[C:12]4[CH:19]=[CH:18][NH:17][C:13]=4[N:14]=[CH:15][CH:16]=3)=[O:10])=[N:4][CH:5]=[C:6]([Cl:8])[CH:7]=2)(=[O:30])=[O:29])[CH:24]=[CH:25][C:26]=1[CH3:27]. Reactant: [NH2:1][C:2]1[C:3]([C:9]([C:11]2[CH:16]=[CH:15][N:14]=[C:13]3[NH:17][CH:18]=[CH:19][C:12]=23)=[O:10])=[N:4][CH:5]=[C:6]([Cl:8])[CH:7]=1.[Cl:20][C:21]1[CH:22]=[C:23]([S:28](Cl)(=[O:30])=[O:29])[CH:24]=[CH:25][C:26]=1[CH3:27].CO.[OH-].[Na+]. (8) Reactant: Br[C:2]1[CH:7]=[CH:6][C:5]([C@H:8]([NH:13][C@H:14]([C:18]([NH:20][C:21]2([C:24]#[N:25])[CH2:23][CH2:22]2)=[O:19])[CH2:15][CH2:16][CH3:17])[C:9]([F:12])([F:11])[F:10])=[CH:4][CH:3]=1.[CH3:26][S:27]([C:30]1[CH:35]=[CH:34][C:33](B(O)O)=[CH:32][CH:31]=1)(=[O:29])=[O:28].C([O-])([O-])=O.[K+].[K+]. Product: [C:24]([C:21]1([NH:20][C:18](=[O:19])[C@H:14]([CH2:15][CH2:16][CH3:17])[NH:13][C@@H:8]([C:5]2[CH:6]=[CH:7][C:2]([C:33]3[CH:34]=[CH:35][C:30]([S:27]([CH3:26])(=[O:29])=[O:28])=[CH:31][CH:32]=3)=[CH:3][CH:4]=2)[C:9]([F:12])([F:11])[F:10])[CH2:23][CH2:22]1)#[N:25]. The catalyst class is: 39.